This data is from Full USPTO retrosynthesis dataset with 1.9M reactions from patents (1976-2016). The task is: Predict the reactants needed to synthesize the given product. (1) Given the product [CH3:1][N:2]1[C:6]([N:7]2[CH2:12][CH2:11][NH:10][CH:9]([C:13]([F:16])([F:15])[F:14])[CH2:8]2)=[C:5]([NH2:17])[CH:4]=[N:3]1, predict the reactants needed to synthesize it. The reactants are: [CH3:1][N:2]1[C:6]([N:7]2[CH2:12][CH2:11][NH:10][CH:9]([C:13]([F:16])([F:15])[F:14])[CH2:8]2)=[C:5]([N+:17]([O-])=O)[CH:4]=[N:3]1.[NH4+].[Cl-]. (2) The reactants are: [CH3:1][C:2]1[S:6][C:5]([S:7](Cl)(=[O:9])=[O:8])=[CH:4][CH:3]=1.[CH3:11][C:12]1[C:16]([CH3:17])=[C:15]([NH2:18])[O:14][N:13]=1.CN(C1C=CC=CN=1)C. Given the product [CH3:11][C:12]1[C:16]([CH3:17])=[C:15]([NH:18][S:7]([C:5]2[S:6][C:2]([CH3:1])=[CH:3][CH:4]=2)(=[O:9])=[O:8])[O:14][N:13]=1, predict the reactants needed to synthesize it.